This data is from Full USPTO retrosynthesis dataset with 1.9M reactions from patents (1976-2016). The task is: Predict the reactants needed to synthesize the given product. (1) Given the product [Cl:1][C:2]1[O:6][C:5]([CH2:7][C:8]2[CH:13]=[CH:12][C:11]([CH2:14][C:15]3[CH:25]=[C:24]([C:26]4[C:27]([NH2:32])=[N:28][CH:29]=[CH:30][CH:31]=4)[O:17][N:16]=3)=[CH:10][CH:9]=2)=[CH:4][CH:3]=1, predict the reactants needed to synthesize it. The reactants are: [Cl:1][C:2]1[O:6][C:5]([CH2:7][C:8]2[CH:13]=[CH:12][C:11]([CH2:14][C:15](Cl)=[N:16][OH:17])=[CH:10][CH:9]=2)=[CH:4][CH:3]=1.O1CCCC1.[C:24]([C:26]1[C:27]([NH2:32])=[N:28][CH:29]=[CH:30][CH:31]=1)#[CH:25].C(N(CC)CC)C. (2) Given the product [Cl:8][C:5]1[N:6]=[CH:7][C:2]([C:10]([OH:11])([CH3:12])[CH3:9])=[N:3][CH:4]=1, predict the reactants needed to synthesize it. The reactants are: Br[C:2]1[CH:7]=[N:6][C:5]([Cl:8])=[CH:4][N:3]=1.[CH3:9][C:10]([CH3:12])=[O:11]. (3) Given the product [C:1]([O:5][C:6]([C:22]([C:6]([O:5][C:1]([CH3:2])([CH3:3])[CH3:4])=[O:8])([NH2:23])[CH2:21][CH2:20][NH2:19])=[O:7])([CH3:4])([CH3:3])[CH3:2].[C:1]([O:5][C:6]([CH:22]([NH2:23])[CH2:21][CH2:20][NH2:19])=[O:7])([CH3:4])([CH3:3])[CH3:2], predict the reactants needed to synthesize it. The reactants are: [C:1]([O:5][C:6]([O:8]N=C(C1C=CC=CC=1)C#N)=[O:7])([CH3:4])([CH3:3])[CH3:2].[NH2:19][CH2:20][CH2:21][CH2:22][NH2:23]. (4) Given the product [CH3:9][S:8][CH2:7][C:5]1[O:6][C:2]([C:19]2[CH:20]=[CH:21][C:16]([C:15]([F:26])([F:25])[F:14])=[CH:17][CH:18]=2)=[CH:3][C:4]=1[C:10]([O:12][CH3:13])=[O:11], predict the reactants needed to synthesize it. The reactants are: Br[C:2]1[O:6][C:5]([CH2:7][S:8][CH3:9])=[C:4]([C:10]([O:12][CH3:13])=[O:11])[CH:3]=1.[F:14][C:15]([F:26])([F:25])[C:16]1[CH:21]=[CH:20][C:19](B(O)O)=[CH:18][CH:17]=1.C(=O)([O-])[O-].[Na+].[Na+].COCCOC.